From a dataset of Full USPTO retrosynthesis dataset with 1.9M reactions from patents (1976-2016). Predict the reactants needed to synthesize the given product. (1) Given the product [CH3:23][O:22][C:20](=[O:21])[C:19]([CH3:24])([N+:16]([O-:18])=[O:17])[CH2:4][C:5]1[C:9]2[C:8](=[CH:13][CH:12]=[C:11]([O:14][CH3:15])[CH:10]=2)[NH:7][CH:6]=1, predict the reactants needed to synthesize it. The reactants are: CN([CH2:4][C:5]1[C:9]2[CH:10]=[C:11]([O:14][CH3:15])[CH:12]=[CH:13][C:8]=2[NH:7][CH:6]=1)C.[N+:16]([CH:19]([CH3:24])[C:20]([O:22][CH3:23])=[O:21])([O-:18])=[O:17]. (2) Given the product [CH2:2]([O:6][C:7]1[CH:8]=[CH:9][C:10]([CH2:13][C@H:14]([NH:29][C:40]([CH:37]2[CH2:38][CH2:39][CH:34]([C:30]([CH3:33])([CH3:32])[CH3:31])[CH2:35][CH2:36]2)=[O:41])[C:15]2[NH:16][CH:17]=[C:18]([C:20]3[CH:21]=[CH:22][C:23]([N+:26]([O-:28])=[O:27])=[CH:24][CH:25]=3)[N:19]=2)=[CH:11][CH:12]=1)[CH2:3][CH2:4][CH3:5], predict the reactants needed to synthesize it. The reactants are: Cl.[CH2:2]([O:6][C:7]1[CH:12]=[CH:11][C:10]([CH2:13][CH:14]([NH2:29])[C:15]2[NH:16][CH:17]=[C:18]([C:20]3[CH:25]=[CH:24][C:23]([N+:26]([O-:28])=[O:27])=[CH:22][CH:21]=3)[N:19]=2)=[CH:9][CH:8]=1)[CH2:3][CH2:4][CH3:5].[C:30]([CH:34]1[CH2:39][CH2:38][CH:37]([C:40](O)=[O:41])[CH2:36][CH2:35]1)([CH3:33])([CH3:32])[CH3:31]. (3) Given the product [CH2:1]([CH:3]1[C:16]2[C:11](=[CH:12][CH:13]=[C:14]([F:17])[CH:15]=2)[C:10]2[CH:9]=[C:8]([CH3:18])[CH:7]=[CH:6][C:5]=2[N:4]1[S:19]([C:22]1[CH:23]=[CH:24][C:25]([OH:28])=[CH:26][CH:27]=1)(=[O:21])=[O:20])[CH3:2], predict the reactants needed to synthesize it. The reactants are: [CH2:1]([CH:3]1[C:16]2[C:11](=[CH:12][CH:13]=[C:14]([F:17])[CH:15]=2)[C:10]2[CH:9]=[C:8]([CH3:18])[CH:7]=[CH:6][C:5]=2[N:4]1[S:19]([C:22]1[CH:27]=[CH:26][C:25]([O:28]C)=[CH:24][CH:23]=1)(=[O:21])=[O:20])[CH3:2].C1CCCCC=1.B(Br)(Br)Br.ClCCl. (4) Given the product [C:1]([O:4][C:5]1[N:6]=[C:7]([CH2:19][N:25]2[C:21](=[O:31])[C:22]3[C:23](=[CH:27][CH:28]=[CH:29][CH:30]=3)[C:24]2=[O:26])[C:8]2[C:13]([CH:14]=1)=[CH:12][C:11]([O:15][CH3:16])=[C:10]([O:17][CH3:18])[CH:9]=2)(=[O:3])[CH3:2], predict the reactants needed to synthesize it. The reactants are: [C:1]([O:4][C:5]1[N:6]=[C:7]([CH2:19]Br)[C:8]2[C:13]([CH:14]=1)=[CH:12][C:11]([O:15][CH3:16])=[C:10]([O:17][CH3:18])[CH:9]=2)(=[O:3])[CH3:2].[C:21]1(=[O:31])[NH:25][C:24](=[O:26])[C:23]2=[CH:27][CH:28]=[CH:29][CH:30]=[C:22]12.[K]. (5) The reactants are: Cl.[NH2:2][CH2:3][C:4](=[O:17])[CH2:5][CH2:6][C:7]([O:9][CH2:10][C:11]1[CH:16]=[CH:15][CH:14]=[CH:13][CH:12]=1)=[O:8].[CH3:18][S:19]([OH:22])(=[O:21])=[O:20]. Given the product [CH3:18][S:19]([OH:22])(=[O:21])=[O:20].[NH2:2][CH2:3][C:4](=[O:17])[CH2:5][CH2:6][C:7]([O:9][CH2:10][C:11]1[CH:12]=[CH:13][CH:14]=[CH:15][CH:16]=1)=[O:8], predict the reactants needed to synthesize it.